From a dataset of Reaction yield outcomes from USPTO patents with 853,638 reactions. Predict the reaction yield, written as a fraction of the theoretical maximum amount of product (1.0 means a 100% yield; for example, 0.34 means a 34% yield). (1) The reactants are [NH2:1][C:2]1[C:3]([CH3:33])=[C:4]([C:8]2[C:20]3[C:19]4[C:14](=[CH:15][C:16]([C:21]([N:23]5[CH2:28][CH2:27][N:26]([CH3:29])[CH2:25][CH2:24]5)=[O:22])=[CH:17][CH:18]=4)[NH:13][C:12]=3[C:11]([C:30]([NH2:32])=[O:31])=[CH:10][CH:9]=2)[CH:5]=[CH:6][CH:7]=1.Cl[C:35]1[C:44]2[C:39](=[CH:40][CH:41]=[CH:42][CH:43]=2)[CH:38]=[CH:37][N:36]=1.Cl. The catalyst is C(O)(C)C.O1CCOCC1. The product is [C:35]1([NH:1][C:2]2[C:3]([CH3:33])=[C:4]([C:8]3[C:20]4[C:19]5[C:14](=[CH:15][C:16]([C:21]([N:23]6[CH2:28][CH2:27][N:26]([CH3:29])[CH2:25][CH2:24]6)=[O:22])=[CH:17][CH:18]=5)[NH:13][C:12]=4[C:11]([C:30]([NH2:32])=[O:31])=[CH:10][CH:9]=3)[CH:5]=[CH:6][CH:7]=2)[C:44]2[C:39](=[CH:40][CH:41]=[CH:42][CH:43]=2)[CH:38]=[CH:37][N:36]=1. The yield is 0.320. (2) The reactants are O[CH2:2][C:3]1[C:11]2[N:10]=[C:9]([CH2:12][N:13]3[C:17]4[CH:18]=[CH:19][CH:20]=[CH:21][C:16]=4[N:15]([CH:22]([CH3:24])[CH3:23])[C:14]3=[O:25])[N:8]([CH2:26][CH2:27][CH:28]([CH3:30])[CH3:29])[C:7]=2[CH:6]=[CH:5][CH:4]=1.S(Cl)([Cl:33])=O. The catalyst is ClCCl. The product is [Cl:33][CH2:2][C:3]1[C:11]2[N:10]=[C:9]([CH2:12][N:13]3[C:17]4[CH:18]=[CH:19][CH:20]=[CH:21][C:16]=4[N:15]([CH:22]([CH3:24])[CH3:23])[C:14]3=[O:25])[N:8]([CH2:26][CH2:27][CH:28]([CH3:30])[CH3:29])[C:7]=2[CH:6]=[CH:5][CH:4]=1. The yield is 1.00. (3) The catalyst is C(OCC)(=O)C.O.CO. The reactants are C[O:2][C:3]([C:5]1[C:14]([NH:15][C:16]2[CH:21]=[CH:20][C:19]([I:22])=[CH:18][C:17]=2[CH3:23])=[C:13]([F:24])[C:8]2[N:9]=[CH:10][N:11]([CH3:12])[C:7]=2[CH:6]=1)=[O:4].C1COCC1.[OH-].[Na+].Cl. The yield is 1.00. The product is [F:24][C:13]1[C:8]2[N:9]=[CH:10][N:11]([CH3:12])[C:7]=2[CH:6]=[C:5]([C:3]([OH:4])=[O:2])[C:14]=1[NH:15][C:16]1[CH:21]=[CH:20][C:19]([I:22])=[CH:18][C:17]=1[CH3:23]. (4) The product is [Br:1][C:2]1[C:3]([N:23]2[CH2:27][CH2:26][CH2:25][C:24]2=[O:28])=[CH:4][C:5]2[O:9][C:8]([C:10]3[CH:15]=[CH:14][C:13]([F:16])=[CH:12][CH:11]=3)=[C:7]([C:17]([OH:19])=[O:18])[C:6]=2[CH:22]=1. The yield is 0.910. The catalyst is O1CCOCC1.O. The reactants are [Br:1][C:2]1[C:3]([N:23]2[CH2:27][CH2:26][CH2:25][C:24]2=[O:28])=[CH:4][C:5]2[O:9][C:8]([C:10]3[CH:15]=[CH:14][C:13]([F:16])=[CH:12][CH:11]=3)=[C:7]([C:17]([O:19]CC)=[O:18])[C:6]=2[CH:22]=1.[Li+].[OH-]. (5) The reactants are [Cl-].[Li+].[Cl:3][C:4]1[CH:9]=[CH:8][C:7](I)=[CH:6][N:5]=1.[CH3:11][Si:12](Cl)([CH3:14])[CH3:13].[C:16]1(=[O:21])[CH2:20][CH2:19][CH:18]=[CH:17]1. The catalyst is C1COCC1.[NH4+].[Cl-].CCOC(C)=O.[Cu]I. The product is [Cl:3][C:4]1[CH:9]=[CH:8][C:7]([CH:18]2[CH2:19][CH2:20][C:16]([O:21][Si:12]([CH3:14])([CH3:13])[CH3:11])=[CH:17]2)=[CH:6][N:5]=1. The yield is 0.180. (6) The reactants are [Cl-:1].C([NH2+:9][CH:10]1[CH2:15][CH2:14][CH2:13][CH:12]([C:16]([F:19])([F:18])[F:17])[CH2:11]1)C1C=CC=CC=1. The catalyst is CO.[Pd]. The product is [Cl-:1].[F:17][C:16]([F:18])([F:19])[CH:12]1[CH2:13][CH2:14][CH2:15][CH:10]([NH3+:9])[CH2:11]1. The yield is 1.00. (7) The reactants are [C:1]([OH:5])(=O)[CH2:2][OH:3].CN(C(ON1N=NC2C=CC=NC1=2)=[N+](C)C)C.F[P-](F)(F)(F)(F)F.[Cl:30][C:31]1[CH:57]=[CH:56][C:34]2[N:35]3[C:39]([CH2:40][NH:41][CH2:42][C:33]=2[CH:32]=1)=[N:38][N:37]=[C:36]3[C@H:43]1[CH2:48][CH2:47][C@H:46]([C:49]2[C:54]([F:55])=[CH:53][CH:52]=[CH:51][N:50]=2)[CH2:45][CH2:44]1.C(N(C(C)C)C(C)C)C. The catalyst is CN(C)C=O.O.CO. The yield is 0.710. The product is [Cl:30][C:31]1[CH:57]=[CH:56][C:34]2[N:35]3[C:39]([CH2:40][N:41]([C:1](=[O:5])[CH2:2][OH:3])[CH2:42][C:33]=2[CH:32]=1)=[N:38][N:37]=[C:36]3[C@H:43]1[CH2:48][CH2:47][C@H:46]([C:49]2[C:54]([F:55])=[CH:53][CH:52]=[CH:51][N:50]=2)[CH2:45][CH2:44]1.